Task: Predict which catalyst facilitates the given reaction.. Dataset: Catalyst prediction with 721,799 reactions and 888 catalyst types from USPTO Reactant: [Cl:1][C:2]1[C:7]([O:8][CH3:9])=[CH:6][C:5]([O:10][CH3:11])=[C:4]([Cl:12])[C:3]=1[C:13]1[C:24](=[O:25])[N:23]([CH2:26][CH2:27][O:28][CH:29]2[CH2:32][N:31](C(OC(C)(C)C)=O)[CH2:30]2)[C:16]2[N:17]=[C:18]([NH:21][CH3:22])[N:19]=[CH:20][C:15]=2[CH:14]=1.C(O)(C(F)(F)F)=O. Product: [NH:31]1[CH2:30][CH:29]([O:28][CH2:27][CH2:26][N:23]2[C:16]3[N:17]=[C:18]([NH:21][CH3:22])[N:19]=[CH:20][C:15]=3[CH:14]=[C:13]([C:3]3[C:4]([Cl:12])=[C:5]([O:10][CH3:11])[CH:6]=[C:7]([O:8][CH3:9])[C:2]=3[Cl:1])[C:24]2=[O:25])[CH2:32]1. The catalyst class is: 2.